From a dataset of Catalyst prediction with 721,799 reactions and 888 catalyst types from USPTO. Predict which catalyst facilitates the given reaction. (1) Reactant: [Br:1][C:2]1[S:6][C:5]([C:7]([CH3:12])([CH3:11])[C:8]([OH:10])=O)=[CH:4][C:3]=1[CH3:13].CN(C)C=O.C(Cl)(=O)C(Cl)=O.[NH:25]1[CH2:29][CH2:28][CH2:27][CH2:26]1. Product: [Br:1][C:2]1[S:6][C:5]([C:7]([CH3:12])([CH3:11])[C:8]([N:25]2[CH2:29][CH2:28][CH2:27][CH2:26]2)=[O:10])=[CH:4][C:3]=1[CH3:13]. The catalyst class is: 96. (2) Reactant: Cl.[C:2]([C:4]1[C:5]([O:37][CH2:38][CH2:39][O:40][CH3:41])=[CH:6][C:7]([NH:10][C:11]([N:13]2[C:22]3[C:17](=[CH:18][C:19]([CH2:28][N:29]4[CH2:34][CH2:33][N:32]([CH3:35])[CH2:31][C:30]4=[O:36])=[C:20]([CH:23](OC)[O:24]C)[N:21]=3)[CH2:16][CH2:15][CH2:14]2)=[O:12])=[N:8][CH:9]=1)#[N:3].C([O-])(O)=O.[Na+]. Product: [C:2]([C:4]1[C:5]([O:37][CH2:38][CH2:39][O:40][CH3:41])=[CH:6][C:7]([NH:10][C:11]([N:13]2[C:22]3[C:17](=[CH:18][C:19]([CH2:28][N:29]4[CH2:34][CH2:33][N:32]([CH3:35])[CH2:31][C:30]4=[O:36])=[C:20]([CH:23]=[O:24])[N:21]=3)[CH2:16][CH2:15][CH2:14]2)=[O:12])=[N:8][CH:9]=1)#[N:3]. The catalyst class is: 1. (3) Reactant: [CH3:1][C:2]1[CH:11]=[CH:10][C:5]([C:6]([O:8][CH3:9])=[O:7])=[CH:4][C:3]=1[O:12][C:13]([F:16])([F:15])[F:14].C1C(=O)N([Br:24])C(=O)C1.C(OOC(=O)C1C=CC=CC=1)(=O)C1C=CC=CC=1. Product: [Br:24][CH2:1][C:2]1[CH:11]=[CH:10][C:5]([C:6]([O:8][CH3:9])=[O:7])=[CH:4][C:3]=1[O:12][C:13]([F:14])([F:15])[F:16]. The catalyst class is: 53. (4) The catalyst class is: 10. Reactant: [Cl:1][C:2]1[CH:7]=[CH:6][C:5]([CH2:8]Cl)=[CH:4][N:3]=1.Cl.[Cl:11][CH2:12][CH2:13][CH2:14][NH2:15].C(N(CC)CC)C.[OH-].[Na+]. Product: [Cl:11][CH2:12][CH2:13][CH2:14][NH:15][CH2:8][C:5]1[CH:4]=[N:3][C:2]([Cl:1])=[CH:7][CH:6]=1. (5) Reactant: C([O:8][C:9](=[O:38])[CH:10]([NH:27]C(OCC1C=CC=CC=1)=O)[CH2:11][O:12][C:13]([O:15][CH:16]([CH3:26])[CH2:17][CH2:18][CH2:19][CH:20]([CH3:25])[CH2:21][CH:22]([CH3:24])[CH3:23])=[O:14])C1C=CC=CC=1. The catalyst class is: 43. Product: [NH2:27][CH:10]([CH2:11][O:12][C:13]([O:15][CH:16]([CH3:26])[CH2:17][CH2:18][CH2:19][CH:20]([CH3:25])[CH2:21][CH:22]([CH3:24])[CH3:23])=[O:14])[C:9]([OH:38])=[O:8]. (6) Reactant: [Cl:1][C:2]1[CH:7]=[CH:6][CH:5]=[CH:4][C:3]=1[NH:8][C:9](=[O:17])[CH:10]([CH3:16])[C:11]([O:13]CC)=[O:12]. Product: [Cl:1][C:2]1[CH:7]=[CH:6][CH:5]=[CH:4][C:3]=1[NH:8][C:9](=[O:17])[CH:10]([CH3:16])[C:11]([OH:13])=[O:12]. The catalyst class is: 1.